Dataset: Forward reaction prediction with 1.9M reactions from USPTO patents (1976-2016). Task: Predict the product of the given reaction. Given the reactants [F:1][C:2]1[CH:19]=[CH:18][C:5]([C:6]([C:11]2[CH:16]=[CH:15][C:14]([F:17])=[CH:13][CH:12]=2)([OH:10])[C:7]([OH:9])=[O:8])=[CH:4][CH:3]=1.[O-][CH2:21]C.[Na+].[Na].CI, predict the reaction product. The product is: [F:1][C:2]1[CH:19]=[CH:18][C:5]([C:6]([C:11]2[CH:16]=[CH:15][C:14]([F:17])=[CH:13][CH:12]=2)([OH:10])[C:7]([O:9][CH3:21])=[O:8])=[CH:4][CH:3]=1.